This data is from Full USPTO retrosynthesis dataset with 1.9M reactions from patents (1976-2016). The task is: Predict the reactants needed to synthesize the given product. Given the product [Cl:1][C:2]1[CH:3]=[CH:4][C:5]2[N:6]([CH:8]=[C:9]([NH:11][C:12]([N:34]3[CH2:35][CH2:36][N:31]([C:29]4[S:28][N:27]=[C:26]([C:20]5[CH:25]=[CH:24][CH:23]=[CH:22][CH:21]=5)[N:30]=4)[CH2:32][CH2:33]3)=[O:19])[N:10]=2)[N:7]=1, predict the reactants needed to synthesize it. The reactants are: [Cl:1][C:2]1[CH:3]=[CH:4][C:5]2[N:6]([CH:8]=[C:9]([NH:11][C:12](=[O:19])OCC(Cl)(Cl)Cl)[N:10]=2)[N:7]=1.[C:20]1([C:26]2[N:30]=[C:29]([N:31]3[CH2:36][CH2:35][NH:34][CH2:33][CH2:32]3)[S:28][N:27]=2)[CH:25]=[CH:24][CH:23]=[CH:22][CH:21]=1.C(N(C(C)C)CC)(C)C.O.